From a dataset of Forward reaction prediction with 1.9M reactions from USPTO patents (1976-2016). Predict the product of the given reaction. (1) Given the reactants Cl.[Cl:2][C:3]1[CH:4]=[CH:5][C:6]([O:34][CH2:35][CH:36]([CH3:38])[CH3:37])=[C:7]([CH2:9][N:10]2[C:14]([CH3:15])=[CH:13][C:12]([NH:16][C:17]([O:19][CH2:20][CH:21]3[CH2:26][CH2:25][N:24](C(OC(C)(C)C)=O)[CH2:23][CH2:22]3)=[O:18])=[N:11]2)[CH:8]=1, predict the reaction product. The product is: [NH:24]1[CH2:25][CH2:26][CH:21]([CH2:20][O:19][C:17](=[O:18])[NH:16][C:12]2[CH:13]=[C:14]([CH3:15])[N:10]([CH2:9][C:7]3[CH:8]=[C:3]([Cl:2])[CH:4]=[CH:5][C:6]=3[O:34][CH2:35][CH:36]([CH3:37])[CH3:38])[N:11]=2)[CH2:22][CH2:23]1. (2) Given the reactants [CH3:1][C:2]([C:9]1[CH:14]=[CH:13][C:12]([Br:15])=[CH:11][CH:10]=1)([CH3:8])[C:3](=O)[C:4]([OH:6])=[O:5].[CH3:16][NH2:17].C([O-])(=O)C(C)=O.CO, predict the reaction product. The product is: [Br:15][C:12]1[CH:13]=[CH:14][C:9]([C:2]([CH3:8])([CH3:1])[C@@H:3]([C:4]([OH:6])=[O:5])[NH:17][CH3:16])=[CH:10][CH:11]=1.